From a dataset of Full USPTO retrosynthesis dataset with 1.9M reactions from patents (1976-2016). Predict the reactants needed to synthesize the given product. (1) The reactants are: [H-].[H-].[H-].[H-].[Li+].[Al+3].[CH2:7]([N:14]([C@H:31]([C:33]1[CH:38]=[CH:37][CH:36]=[CH:35][CH:34]=1)[CH3:32])[C@@H:15]([C:24]1[CH:25]=[N:26][C:27]([CH3:30])=[CH:28][CH:29]=1)[CH2:16][C:17](OC(C)(C)C)=[O:18])[C:8]1[CH:13]=[CH:12][CH:11]=[CH:10][CH:9]=1. Given the product [CH2:7]([N:14]([C@H:31]([C:33]1[CH:34]=[CH:35][CH:36]=[CH:37][CH:38]=1)[CH3:32])[C@@H:15]([C:24]1[CH:25]=[N:26][C:27]([CH3:30])=[CH:28][CH:29]=1)[CH2:16][CH2:17][OH:18])[C:8]1[CH:9]=[CH:10][CH:11]=[CH:12][CH:13]=1, predict the reactants needed to synthesize it. (2) Given the product [CH3:32][O:31][C:25]1[CH:24]=[C:23]([CH:28]=[CH:27][C:26]=1[O:29][CH3:30])[O:22][CH2:21][C:20](=[O:33])[CH2:10][N+:7]([O-:9])=[O:8], predict the reactants needed to synthesize it. The reactants are: CC(C)([O-])C.[K+].[N+:7]([CH3:10])([O-:9])=[O:8].N1([C:20](=[O:33])[CH2:21][O:22][C:23]2[CH:28]=[CH:27][C:26]([O:29][CH3:30])=[C:25]([O:31][CH3:32])[CH:24]=2)C2C=CC=CC=2N=N1.O.